Task: Predict the product of the given reaction.. Dataset: Forward reaction prediction with 1.9M reactions from USPTO patents (1976-2016) (1) Given the reactants [F:1][C:2]1[CH:11]=[CH:10][C:9]([N:12]2[CH2:17][CH2:16][C:15]([NH:19]C(=O)OCC3C=CC=CC=3)([CH3:18])[CH2:14][CH2:13]2)=[C:8]2[C:3]=1[CH:4]=[CH:5][C:6]([C:30]1[N:34]3[CH:35]=[CH:36][C:37]([O:39][CH2:40][CH2:41][O:42][CH3:43])=[CH:38][C:33]3=[N:32][CH:31]=1)=[N:7]2.[H][H], predict the reaction product. The product is: [F:1][C:2]1[CH:11]=[CH:10][C:9]([N:12]2[CH2:13][CH2:14][C:15]([CH3:18])([NH2:19])[CH2:16][CH2:17]2)=[C:8]2[C:3]=1[CH:4]=[CH:5][C:6]([C:30]1[N:34]3[CH:35]=[CH:36][C:37]([O:39][CH2:40][CH2:41][O:42][CH3:43])=[CH:38][C:33]3=[N:32][CH:31]=1)=[N:7]2. (2) Given the reactants [F:1][C:2]1[CH:3]=[CH:4][C:5]([C:11]([F:14])([F:13])[F:12])=[C:6]([CH:10]=1)[C:7](Cl)=[O:8].[CH3:15][CH:16]([CH3:35])[CH2:17][CH2:18][CH2:19][NH:20][C:21]([C:23]1[N:24]=[N:25][C:26]([N:29]2[CH2:34][CH2:33][NH:32][CH2:31][CH2:30]2)=[CH:27][CH:28]=1)=[O:22], predict the reaction product. The product is: [CH3:15][CH:16]([CH3:35])[CH2:17][CH2:18][CH2:19][NH:20][C:21]([C:23]1[N:24]=[N:25][C:26]([N:29]2[CH2:34][CH2:33][N:32]([C:7](=[O:8])[C:6]3[CH:10]=[C:2]([F:1])[CH:3]=[CH:4][C:5]=3[C:11]([F:14])([F:13])[F:12])[CH2:31][CH2:30]2)=[CH:27][CH:28]=1)=[O:22]. (3) Given the reactants [CH2:1]([O:3][C:4](=[O:14])[C:5]1[C:10]([CH3:11])=[CH:9][C:8](Cl)=[N:7][C:6]=1[CH3:13])[CH3:2].[F:15][C:16]([F:27])([F:26])[C:17]1[CH:18]=[C:19](B(O)O)[CH:20]=[CH:21][CH:22]=1, predict the reaction product. The product is: [CH2:1]([O:3][C:4](=[O:14])[C:5]1[C:10]([CH3:11])=[CH:9][C:8]([C:21]2[CH:20]=[CH:19][CH:18]=[C:17]([C:16]([F:27])([F:26])[F:15])[CH:22]=2)=[N:7][C:6]=1[CH3:13])[CH3:2]. (4) The product is: [C:1]([NH:5][S:6]([C:9]1[CH:10]=[C:11]([CH:15]=[O:16])[N:12]([CH3:14])[CH:13]=1)(=[O:8])=[O:7])([CH3:4])([CH3:2])[CH3:3]. Given the reactants [C:1]([NH:5][S:6]([C:9]1[CH:10]=[C:11]([CH2:15][OH:16])[N:12]([CH3:14])[CH:13]=1)(=[O:8])=[O:7])([CH3:4])([CH3:3])[CH3:2], predict the reaction product. (5) Given the reactants [CH2:1]([OH:5])[CH2:2][CH2:3][CH3:4].[H-].[Na+].F[C:9]1[CH:14]=[CH:13][C:12]([N+:15]([O-:17])=[O:16])=[CH:11][CH:10]=1.[Cl-].[NH4+], predict the reaction product. The product is: [CH2:1]([O:5][C:9]1[CH:14]=[CH:13][C:12]([N+:15]([O-:17])=[O:16])=[CH:11][CH:10]=1)[CH2:2][CH2:3][CH3:4]. (6) Given the reactants [CH2:1]([NH:4][C:5]1[CH:10]=[CH:9][C:8]([NH2:11])=[CH:7][C:6]=1[C:12]1[O:13][C:14]2[CH:20]=[CH:19][C:18]([C:21]3[O:22][C:23]4[CH:29]=[CH:28][CH:27]=[CH:26][C:24]=4[CH:25]=3)=[CH:17][C:15]=2[N:16]=1)[CH2:2][CH3:3].[CH:30]1[C:35]([C:36]([OH:38])=[O:37])=[CH:34][C:33]2[C:39]([O:41][C:42](=O)[C:32]=2[CH:31]=1)=[O:40], predict the reaction product. The product is: [CH2:1]([NH:4][C:5]1[CH:10]=[CH:9][C:8]([N:11]2[C:39](=[O:40])[C:33]3[C:32](=[CH:31][CH:30]=[C:35]([C:36]([OH:38])=[O:37])[CH:34]=3)[C:42]2=[O:41])=[CH:7][C:6]=1[C:12]1[O:13][C:14]2[CH:20]=[CH:19][C:18]([C:21]3[O:22][C:23]4[CH:29]=[CH:28][CH:27]=[CH:26][C:24]=4[CH:25]=3)=[CH:17][C:15]=2[N:16]=1)[CH2:2][CH3:3]. (7) Given the reactants C[O:2][C:3]([C:5]1[S:9][CH:8]=[N:7][C:6]=1[N:10]1[C:14](=[O:15])[NH:13][C:12]([CH:16]([NH:30][C:31]2[CH:36]=[CH:35][C:34]([C:37]#[N:38])=[C:33]([CH2:39][NH:40]C(OC(C)(C)C)=O)[CH:32]=2)[C:17]2[CH:22]=[C:21]([O:23][CH3:24])[CH:20]=[C:19]([O:25][CH2:26][CH2:27][OH:28])[C:18]=2[F:29])=[N:11]1)=[O:4].CO.[OH-].[Na+], predict the reaction product. The product is: [F:29][C:18]1[C:19]([O:25][CH2:26][CH2:27][OH:28])=[CH:20][C:21]([O:23][CH3:24])=[CH:22][C:17]=1[CH:16]([NH:30][C:31]1[CH:32]=[C:33]2[C:34](=[CH:35][CH:36]=1)[C:37](=[NH:38])[NH:40][CH2:39]2)[C:12]1[NH:13][C:14](=[O:15])[N:10]([C:6]2[N:7]=[CH:8][S:9][C:5]=2[C:3]([OH:2])=[O:4])[N:11]=1.